The task is: Predict the reactants needed to synthesize the given product.. This data is from Retrosynthesis with 50K atom-mapped reactions and 10 reaction types from USPTO. (1) Given the product CC(=O)N1CCN(c2ccc(Nc3ncc(Cl)c(-c4cnc5ccccn45)n3)c(C#N)c2)CC1, predict the reactants needed to synthesize it. The reactants are: CC(=O)N1CCN(c2ccc(N)c(C#N)c2)CC1.Clc1ncc(Cl)c(-c2cnc3ccccn23)n1. (2) Given the product CC(C)(C)OC(=O)N1CCN(c2cc(-c3cc(Cl)ccc3OCc3ccccc3)ccn2)CC1, predict the reactants needed to synthesize it. The reactants are: BrCc1ccccc1.CC(C)(C)OC(=O)N1CCN(c2cc(-c3cc(Cl)ccc3O)ccn2)CC1.